From a dataset of Catalyst prediction with 721,799 reactions and 888 catalyst types from USPTO. Predict which catalyst facilitates the given reaction. (1) Reactant: [CH2:1]([CH:3]([CH2:27][CH3:28])[CH:4]([NH:17][C:18]1[CH:26]=[CH:25][C:21]([C:22](O)=[O:23])=[CH:20][CH:19]=1)[C:5]1[O:6][C:7]2[CH:14]=[CH:13][C:12]([O:15][CH3:16])=[CH:11][C:8]=2[C:9]=1[CH3:10])[CH3:2].Cl.[CH2:30]([O:32][C:33](=[O:37])[CH2:34][CH2:35][NH2:36])[CH3:31].O.ON1C2C=CC=CC=2N=N1.Cl.C(N=C=NCCCN(C)C)C.Cl. Product: [CH2:27]([CH:3]([CH2:1][CH3:2])[CH:4]([NH:17][C:18]1[CH:26]=[CH:25][C:21]([C:22]([NH:36][CH2:35][CH2:34][C:33]([O:32][CH2:30][CH3:31])=[O:37])=[O:23])=[CH:20][CH:19]=1)[C:5]1[O:6][C:7]2[CH:14]=[CH:13][C:12]([O:15][CH3:16])=[CH:11][C:8]=2[C:9]=1[CH3:10])[CH3:28]. The catalyst class is: 289. (2) Reactant: [F:1][C:2]1[C:3]([N:8]2[CH:12]=[C:11]([CH2:13][OH:14])[C:10]([CH2:15][O:16][CH:17]([CH3:19])[CH3:18])=[N:9]2)=[N:4][CH:5]=[CH:6][CH:7]=1. Product: [F:1][C:2]1[C:3]([N:8]2[CH:12]=[C:11]([CH:13]=[O:14])[C:10]([CH2:15][O:16][CH:17]([CH3:19])[CH3:18])=[N:9]2)=[N:4][CH:5]=[CH:6][CH:7]=1. The catalyst class is: 742. (3) Reactant: [CH3:1][O:2][C:3]([C:5]1[C:13]2[N:12]=[C:11]([CH2:14][S:15][CH2:16][CH2:17]Cl)[NH:10][C:9]=2[CH:8]=[CH:7][CH:6]=1)=[O:4].[NH:19]1[CH2:24][CH2:23][O:22][CH2:21][CH2:20]1. Product: [CH3:1][O:2][C:3]([C:5]1[C:13]2[N:12]=[C:11]([CH2:14][S:15][CH2:16][CH2:17][N:19]3[CH2:24][CH2:23][O:22][CH2:21][CH2:20]3)[NH:10][C:9]=2[CH:8]=[CH:7][CH:6]=1)=[O:4]. The catalyst class is: 3. (4) Reactant: [CH2:1]([O:8][C:9](=[O:15])[CH2:10][CH2:11][CH2:12][CH2:13]O)[C:2]1[CH:7]=[CH:6][CH:5]=[CH:4][CH:3]=1.C1(P(C2C=CC=CC=2)C2C=CC=CC=2)C=CC=CC=1.C(Br)(Br)(Br)[Br:36]. Product: [CH2:1]([O:8][C:9](=[O:15])[CH2:10][CH2:11][CH2:12][CH2:13][Br:36])[C:2]1[CH:7]=[CH:6][CH:5]=[CH:4][CH:3]=1. The catalyst class is: 2. (5) Reactant: [CH3:1][C:2]1[NH:3][C:4]2[C:9]([C:10]=1[C:11]1[CH:16]=[CH:15][CH:14]=[CH:13][CH:12]=1)=[CH:8][C:7]([O:17][C:18]1[CH:32]=[CH:31][C:21]([O:22][CH:23]3[CH:28]4[CH2:29][CH2:30][N:25]([CH2:26][CH2:27]4)[CH2:24]3)=[CH:20][CH:19]=1)=[CH:6][CH:5]=2.[ClH:33]. Product: [ClH:33].[CH3:1][C:2]1[NH:3][C:4]2[C:9]([C:10]=1[C:11]1[CH:12]=[CH:13][CH:14]=[CH:15][CH:16]=1)=[CH:8][C:7]([O:17][C:18]1[CH:32]=[CH:31][C:21]([O:22][CH:23]3[CH:28]4[CH2:29][CH2:30][N:25]([CH2:26][CH2:27]4)[CH2:24]3)=[CH:20][CH:19]=1)=[CH:6][CH:5]=2. The catalyst class is: 25. (6) Reactant: [N:1]1[NH:2][N:3]=[CH:4][CH:5]=1.C(=O)([O-])[O-].[Cs+].[Cs+].CN[C@@H]1CCCC[C@H]1NC.I[C:23]1[CH:31]=[CH:30][C:29]([C:32]([F:35])([F:34])[F:33])=[CH:28][C:24]=1[C:25]([OH:27])=[O:26]. Product: [N:1]1[N:2]([C:23]2[CH:31]=[CH:30][C:29]([C:32]([F:33])([F:35])[F:34])=[CH:28][C:24]=2[C:25]([OH:27])=[O:26])[N:3]=[CH:4][CH:5]=1. The catalyst class is: 122. (7) Reactant: C([N:8]([CH2:15][C:16]([O:18][CH2:19][CH3:20])=[O:17])[CH2:9][C@@H:10]([OH:14])[CH2:11][O:12][CH3:13])C1C=CC=CC=1.[H][H].C(Cl)Cl.CO. Product: [OH:14][C@@H:10]([CH2:11][O:12][CH3:13])[CH2:9][NH:8][CH2:15][C:16]([O:18][CH2:19][CH3:20])=[O:17]. The catalyst class is: 29. (8) Reactant: [C:1]1([C:7]2[CH:15]=[CH:14][C:10]([C:11](N)=[O:12])=[CH:9][C:8]=2[C:16]([F:19])([F:18])[F:17])[CH2:6][CH2:5][CH2:4][CH2:3][CH:2]=1.[OH-:20].[K+].O. Product: [C:1]1([C:7]2[CH:15]=[CH:14][C:10]([C:11]([OH:20])=[O:12])=[CH:9][C:8]=2[C:16]([F:19])([F:18])[F:17])[CH2:6][CH2:5][CH2:4][CH2:3][CH:2]=1. The catalyst class is: 8.